Dataset: Full USPTO retrosynthesis dataset with 1.9M reactions from patents (1976-2016). Task: Predict the reactants needed to synthesize the given product. (1) Given the product [CH3:1][C:2]1[N:3]=[C:4]([CH2:20][CH2:21][C:22]([F:25])([F:24])[F:23])[N:5]2[C:7]3[C:12](=[CH:11][CH:10]=[C:9]([O:14][CH2:15][C:16]([F:18])([F:17])[F:19])[N:8]=3)[NH:13][C:27](=[O:28])[C:6]=12, predict the reactants needed to synthesize it. The reactants are: [CH3:1][C:2]1[N:3]=[C:4]([CH2:20][CH2:21][C:22]([F:25])([F:24])[F:23])[N:5]([C:7]2[C:12]([NH2:13])=[CH:11][CH:10]=[C:9]([O:14][CH2:15][C:16]([F:19])([F:18])[F:17])[N:8]=2)[CH:6]=1.N[C:27](N)=[O:28].C(O)(=O)C. (2) The reactants are: C([NH:8][C@H:9]1[CH2:13][CH2:12][NH:11][CH2:10]1)(OC(C)(C)C)=O.C(=O)([O-])[O-].[K+].[K+].Cl[CH2:21][C:22]#[N:23].C(OCC)C. Given the product [NH2:8][C@H:9]1[CH2:13][CH2:12][N:11]([CH2:21][C:22]#[N:23])[CH2:10]1, predict the reactants needed to synthesize it. (3) Given the product [F:13][C:11]1[CH:10]=[C:9]2[C:5](=[C:4]([F:3])[CH:12]=1)[C:6](=[O:2])/[C:7](=[N:15]/[OH:16])/[CH2:8]2, predict the reactants needed to synthesize it. The reactants are: C[OH:2].[F:3][C:4]1[CH:12]=[C:11]([F:13])[CH:10]=[C:9]2[C:5]=1[CH2:6][CH2:7][C:8]2=O.[N:15](OCCC(C)C)=[O:16].Cl. (4) Given the product [N:48]1[CH:49]=[CH:50][N:51]2[CH:56]=[CH:55][C:54]([CH2:57][NH:58][C:21]([C:10]3[CH:11]=[C:12]([C:14]4[CH:15]=[CH:16][C:17]([CH3:20])=[CH:18][CH:19]=4)[CH:13]=[C:8]([C:6]([N:5]([CH2:1][CH:2]([CH3:4])[CH3:3])[CH3:24])=[O:7])[CH:9]=3)=[O:22])=[CH:53][C:52]=12, predict the reactants needed to synthesize it. The reactants are: [CH2:1]([N:5]([CH3:24])[C:6]([C:8]1[CH:9]=[C:10]([C:21](O)=[O:22])[CH:11]=[C:12]([C:14]2[CH:19]=[CH:18][C:17]([CH3:20])=[CH:16][CH:15]=2)[CH:13]=1)=[O:7])[CH:2]([CH3:4])[CH3:3].Cl.CN(C)CCCN=C=NCC.O.ON1C2C=CC=CC=2N=N1.[N:48]1[CH:49]=[CH:50][N:51]2[CH:56]=[CH:55][C:54]([CH2:57][NH2:58])=[CH:53][C:52]=12.C(N(CC)C(C)C)(C)C. (5) Given the product [O:1]1[CH2:6][CH2:5][CH:4]([C:7]2[CH:12]=[CH:11][C:10]([N:13]3[CH2:17][C@H:16]([C:18]([NH2:20])=[O:19])[O:15][C:14]3=[O:21])=[CH:9][C:8]=2[F:22])[CH2:3][CH2:2]1, predict the reactants needed to synthesize it. The reactants are: [O:1]1[CH2:6][CH:5]=[C:4]([C:7]2[CH:12]=[CH:11][C:10]([N:13]3[CH2:17][C@H:16]([C:18]([NH2:20])=[O:19])[O:15][C:14]3=[O:21])=[CH:9][C:8]=2[F:22])[CH2:3][CH2:2]1.[H][H]. (6) Given the product [CH:1]1([CH2:7][N:8]2[C:13]([CH2:14][CH:15]([N:17]3[CH2:22][CH2:21][N:20]([C:23]4[CH:28]=[CH:27][CH:26]=[CH:25][C:24]=4[O:29][CH3:30])[CH2:19][CH2:18]3)[CH3:16])=[N:12][NH:11][C:9]2=[O:10])[CH2:6][CH2:5][CH2:4][CH2:3][CH2:2]1, predict the reactants needed to synthesize it. The reactants are: [CH:1]1([CH2:7][NH:8][C:9]([NH:11][NH:12][C:13](=O)[CH2:14][CH:15]([N:17]2[CH2:22][CH2:21][N:20]([C:23]3[CH:28]=[CH:27][CH:26]=[CH:25][C:24]=3[O:29][CH3:30])[CH2:19][CH2:18]2)[CH3:16])=[O:10])[CH2:6][CH2:5][CH2:4][CH2:3][CH2:2]1.Cl. (7) Given the product [O:15]1[CH2:20][CH2:19][CH:18]([O:21][CH2:22][CH2:23][O:24][C:25]2[CH:26]=[CH:27][C:28]([O:31][C:2]3[CH:3]=[C:4]([C:12](=[O:14])[CH3:13])[CH:5]=[CH:6][C:7]=3[C:8]([F:11])([F:10])[F:9])=[CH:29][CH:30]=2)[CH2:17][CH2:16]1, predict the reactants needed to synthesize it. The reactants are: F[C:2]1[CH:3]=[C:4]([C:12](=[O:14])[CH3:13])[CH:5]=[CH:6][C:7]=1[C:8]([F:11])([F:10])[F:9].[O:15]1[CH2:20][CH2:19][CH:18]([O:21][CH2:22][CH2:23][O:24][C:25]2[CH:30]=[CH:29][C:28]([OH:31])=[CH:27][CH:26]=2)[CH2:17][CH2:16]1. (8) Given the product [C:1]([C:5]1[CH:9]=[C:8]([C:10]([O:12][CH2:13][CH3:14])=[O:11])[N:7]([CH2:18][C:17]2[CH:20]=[CH:21][C:22]([C:24]([F:25])([F:27])[F:26])=[CH:23][C:16]=2[Cl:15])[N:6]=1)([CH3:4])([CH3:2])[CH3:3], predict the reactants needed to synthesize it. The reactants are: [C:1]([C:5]1[CH:9]=[C:8]([C:10]([O:12][CH2:13][CH3:14])=[O:11])[NH:7][N:6]=1)([CH3:4])([CH3:3])[CH3:2].[Cl:15][C:16]1[CH:23]=[C:22]([C:24]([F:27])([F:26])[F:25])[CH:21]=[CH:20][C:17]=1[CH2:18]Cl.C(=O)([O-])[O-].[K+].[K+]. (9) Given the product [CH2:21]([C:4]1[CH:3]=[C:2]([NH:28][NH2:29])[N:7]=[N:6][C:5]=1[CH2:8][N:9]1[CH:13]=[CH:12][N:11]=[C:10]1[C:14]1[CH:19]=[CH:18][CH:17]=[C:16]([F:20])[CH:15]=1)[CH3:22], predict the reactants needed to synthesize it. The reactants are: Cl[C:2]1[N:7]=[N:6][C:5]([CH2:8][N:9]2[CH:13]=[CH:12][N:11]=[C:10]2[C:14]2[CH:19]=[CH:18][CH:17]=[C:16]([F:20])[CH:15]=2)=[C:4]([CH2:21][CH3:22])[CH:3]=1.ClC1[N:29]=[N:28]C(CN2C=CN=C2C2C=CC=C(F)N=2)=C(CCC)C=1.O.NN.